From a dataset of Retrosynthesis with 50K atom-mapped reactions and 10 reaction types from USPTO. Predict the reactants needed to synthesize the given product. Given the product Nc1ccc(OC(F)(F)F)cc1C(=O)NCC(=O)N[C@@H]1CCN(Cc2c[nH]c3ccccc23)C1, predict the reactants needed to synthesize it. The reactants are: NCC(=O)N[C@@H]1CCN(Cc2c[nH]c3ccccc23)C1.Nc1ccc(OC(F)(F)F)cc1C(=O)O.